Task: Regression. Given two drug SMILES strings and cell line genomic features, predict the synergy score measuring deviation from expected non-interaction effect.. Dataset: NCI-60 drug combinations with 297,098 pairs across 59 cell lines (1) Drug 1: C(CC(=O)O)C(=O)CN.Cl. Drug 2: CS(=O)(=O)OCCCCOS(=O)(=O)C. Cell line: HCT116. Synergy scores: CSS=27.5, Synergy_ZIP=-1.46, Synergy_Bliss=2.41, Synergy_Loewe=2.65, Synergy_HSA=5.18. (2) Drug 1: C1C(C(OC1N2C=NC3=C(N=C(N=C32)Cl)N)CO)O. Drug 2: C(CC(=O)O)C(=O)CN.Cl. Cell line: LOX IMVI. Synergy scores: CSS=32.1, Synergy_ZIP=-7.78, Synergy_Bliss=-2.12, Synergy_Loewe=-16.7, Synergy_HSA=-1.99. (3) Drug 1: CC1=C2C(C(=O)C3(C(CC4C(C3C(C(C2(C)C)(CC1OC(=O)C(C(C5=CC=CC=C5)NC(=O)OC(C)(C)C)O)O)OC(=O)C6=CC=CC=C6)(CO4)OC(=O)C)OC)C)OC. Drug 2: C(CN)CNCCSP(=O)(O)O. Cell line: HS 578T. Synergy scores: CSS=39.4, Synergy_ZIP=1.51, Synergy_Bliss=-1.78, Synergy_Loewe=-35.6, Synergy_HSA=-2.21. (4) Drug 1: C1=NC2=C(N1)C(=S)N=C(N2)N. Drug 2: CCN(CC)CCNC(=O)C1=C(NC(=C1C)C=C2C3=C(C=CC(=C3)F)NC2=O)C. Cell line: MALME-3M. Synergy scores: CSS=15.7, Synergy_ZIP=-6.84, Synergy_Bliss=-1.16, Synergy_Loewe=-5.40, Synergy_HSA=-3.27. (5) Drug 1: C1=CC(=CC=C1C#N)C(C2=CC=C(C=C2)C#N)N3C=NC=N3. Drug 2: C1=CN(C(=O)N=C1N)C2C(C(C(O2)CO)O)O.Cl. Cell line: COLO 205. Synergy scores: CSS=44.8, Synergy_ZIP=1.33, Synergy_Bliss=-0.724, Synergy_Loewe=-14.1, Synergy_HSA=-0.141. (6) Cell line: HCT-15. Drug 1: CC1C(C(CC(O1)OC2CC(CC3=C2C(=C4C(=C3O)C(=O)C5=C(C4=O)C(=CC=C5)OC)O)(C(=O)CO)O)N)O.Cl. Synergy scores: CSS=-5.64, Synergy_ZIP=1.53, Synergy_Bliss=1.18, Synergy_Loewe=-6.14, Synergy_HSA=-5.23. Drug 2: COCCOC1=C(C=C2C(=C1)C(=NC=N2)NC3=CC=CC(=C3)C#C)OCCOC.Cl. (7) Drug 1: CS(=O)(=O)C1=CC(=C(C=C1)C(=O)NC2=CC(=C(C=C2)Cl)C3=CC=CC=N3)Cl. Drug 2: C1=CC=C(C(=C1)C(C2=CC=C(C=C2)Cl)C(Cl)Cl)Cl. Cell line: SW-620. Synergy scores: CSS=6.00, Synergy_ZIP=1.56, Synergy_Bliss=5.90, Synergy_Loewe=3.61, Synergy_HSA=3.34. (8) Drug 1: C1=C(C(=O)NC(=O)N1)N(CCCl)CCCl. Drug 2: CN(C(=O)NC(C=O)C(C(C(CO)O)O)O)N=O. Cell line: CAKI-1. Synergy scores: CSS=34.0, Synergy_ZIP=-13.8, Synergy_Bliss=-9.95, Synergy_Loewe=-38.4, Synergy_HSA=-8.97.